From a dataset of Full USPTO retrosynthesis dataset with 1.9M reactions from patents (1976-2016). Predict the reactants needed to synthesize the given product. (1) Given the product [C:15]([O:19][C:20]([N:22]1[CH2:27][CH2:26][CH:25]([O:28][C:2]2[CH:3]=[CH:4][C:5]([C:8]3[CH:13]=[N:12][NH:11][C:10](=[O:14])[CH:9]=3)=[CH:6][N:7]=2)[CH2:24][CH2:23]1)=[O:21])([CH3:18])([CH3:16])[CH3:17], predict the reactants needed to synthesize it. The reactants are: Cl[C:2]1[N:7]=[CH:6][C:5]([C:8]2[CH:13]=[N:12][NH:11][C:10](=[O:14])[CH:9]=2)=[CH:4][CH:3]=1.[C:15]([O:19][C:20]([N:22]1[CH2:27][CH2:26][CH:25]([OH:28])[CH2:24][CH2:23]1)=[O:21])([CH3:18])([CH3:17])[CH3:16].CC([O-])(C)C.[K+].O. (2) Given the product [NH2:22][C@H:20]([CH3:21])[CH:19]([NH:18][C:16]([C:12]1[N:8]2[CH:9]=[CH:10][CH:11]=[C:6]([O:5][CH2:4][C:3]3[C:2]([F:1])=[CH:37][CH:36]=[CH:35][C:34]=3[F:38])[C:7]2=[N:14][C:13]=1[CH3:15])=[O:17])[CH3:33], predict the reactants needed to synthesize it. The reactants are: [F:1][C:2]1[CH:37]=[CH:36][CH:35]=[C:34]([F:38])[C:3]=1[CH2:4][O:5][C:6]1[C:7]2[N:8]([C:12]([C:16]([NH:18][CH:19]([CH3:33])[C@H:20]([NH:22]C(=O)OCC3C=CC=CC=3)[CH3:21])=[O:17])=[C:13]([CH3:15])[N:14]=2)[CH:9]=[CH:10][CH:11]=1.